Dataset: Peptide-MHC class I binding affinity with 185,985 pairs from IEDB/IMGT. Task: Regression. Given a peptide amino acid sequence and an MHC pseudo amino acid sequence, predict their binding affinity value. This is MHC class I binding data. (1) The peptide sequence is ATLMKTSCSK. The MHC is HLA-A02:06 with pseudo-sequence HLA-A02:06. The binding affinity (normalized) is 0. (2) The peptide sequence is RTLFQQMRDVL. The MHC is HLA-A02:03 with pseudo-sequence HLA-A02:03. The binding affinity (normalized) is 0.237. (3) The peptide sequence is FVRNPFFAV. The MHC is HLA-A02:01 with pseudo-sequence HLA-A02:01. The binding affinity (normalized) is 0.341.